From a dataset of Retrosynthesis with 50K atom-mapped reactions and 10 reaction types from USPTO. Predict the reactants needed to synthesize the given product. (1) The reactants are: CC1(C)OB(c2cn[nH]c2)OC1(C)C.C[Si](C)(C)CCOCn1ncc2cnc(Cl)cc21. Given the product C[Si](C)(C)CCOCn1ncc2cnc(-c3cn[nH]c3)cc21, predict the reactants needed to synthesize it. (2) Given the product COc1ccc(C=O)c(O)c1, predict the reactants needed to synthesize it. The reactants are: CI.O=Cc1ccc(O)cc1O.